This data is from Catalyst prediction with 721,799 reactions and 888 catalyst types from USPTO. The task is: Predict which catalyst facilitates the given reaction. (1) Reactant: Br.[N:2]1[CH:7]=[CH:6][CH:5]=[C:4]([O:8][C:9]2[CH:14]=[CH:13][C:12]([C:15]3[O:19][C:18]([NH2:20])=[N:17][N:16]=3)=[CH:11][CH:10]=2)[CH:3]=1.[F:21][C:22]([F:33])([F:32])[C:23]1[CH:24]=[C:25]([CH:29]=[CH:30][CH:31]=1)[C:26](Cl)=[O:27]. Product: [N:2]1[CH:7]=[CH:6][CH:5]=[C:4]([O:8][C:9]2[CH:10]=[CH:11][C:12]([C:15]3[O:19][C:18]([NH:20][C:26](=[O:27])[C:25]4[CH:29]=[CH:30][CH:31]=[C:23]([C:22]([F:21])([F:32])[F:33])[CH:24]=4)=[N:17][N:16]=3)=[CH:13][CH:14]=2)[CH:3]=1. The catalyst class is: 858. (2) Reactant: C1COCC1.Cl.[NH2:7][CH2:8][CH2:9][CH2:10][NH:11][C:12](=[O:16])[C:13]([CH3:15])=[CH2:14].[C:17]([C:25]1[CH:33]=[CH:32][C:28]([C:29]([OH:31])=O)=[CH:27][CH:26]=1)(=[O:24])[C:18]1[CH:23]=[CH:22][CH:21]=[CH:20][CH:19]=1.CN(C1C=CC=CN=1)C. Product: [C:17]([C:25]1[CH:26]=[CH:27][C:28]([C:29]([NH:7][CH2:8][CH2:9][CH2:10][NH:11][C:12](=[O:16])[C:13]([CH3:15])=[CH2:14])=[O:31])=[CH:32][CH:33]=1)(=[O:24])[C:18]1[CH:19]=[CH:20][CH:21]=[CH:22][CH:23]=1. The catalyst class is: 66. (3) Reactant: [C:1](Cl)(=[O:10])[O:2][CH2:3][C:4]1[CH:9]=[CH:8][CH:7]=[CH:6][CH:5]=1.[NH:12]1[CH2:17][CH2:16][CH2:15][CH:14]([C:18]([O:20][CH2:21][CH3:22])=[O:19])[CH2:13]1.C([O-])([O-])=O.[K+].[K+].C1COCC1. Product: [N:12]1([C:1]([O:2][CH2:3][C:4]2[CH:9]=[CH:8][CH:7]=[CH:6][CH:5]=2)=[O:10])[CH2:17][CH2:16][CH2:15][CH:14]([C:18]([O:20][CH2:21][CH3:22])=[O:19])[CH2:13]1. The catalyst class is: 316. (4) Reactant: [Li+].[OH-].[O:3]=[C:4]1[N:10]([CH:11]2[CH2:16][CH2:15][N:14]([C:17]([O:19][C@H:20]([CH2:42][C:43]3[CH:48]=[C:47]([C:49]([F:52])([F:51])[F:50])[C:46]([NH2:53])=[C:45]([Cl:54])[CH:44]=3)[C:21]([N:23]3[CH2:28][CH2:27][N:26]([CH:29]4[CH2:34][CH2:33][N:32]([CH:35]([C:37]([O:39]CC)=[O:38])[CH3:36])[CH2:31][CH2:30]4)[CH2:25][CH2:24]3)=[O:22])=[O:18])[CH2:13][CH2:12]2)[CH2:9][CH2:8][C:7]2[CH:55]=[CH:56][CH:57]=[CH:58][C:6]=2[NH:5]1. Product: [O:3]=[C:4]1[N:10]([CH:11]2[CH2:12][CH2:13][N:14]([C:17]([O:19][C@H:20]([CH2:42][C:43]3[CH:48]=[C:47]([C:49]([F:51])([F:50])[F:52])[C:46]([NH2:53])=[C:45]([Cl:54])[CH:44]=3)[C:21]([N:23]3[CH2:24][CH2:25][N:26]([CH:29]4[CH2:34][CH2:33][N:32]([CH:35]([C:37]([OH:39])=[O:38])[CH3:36])[CH2:31][CH2:30]4)[CH2:27][CH2:28]3)=[O:22])=[O:18])[CH2:15][CH2:16]2)[CH2:9][CH2:8][C:7]2[CH:55]=[CH:56][CH:57]=[CH:58][C:6]=2[NH:5]1. The catalyst class is: 90. (5) Reactant: [Cl:1][C:2]1[S:6][C:5]([Cl:7])=[CH:4][C:3]=1[C:8](Cl)=[O:9].[CH3:11][NH2:12]. Product: [CH3:11][NH:12][C:8]([C:3]1[CH:4]=[C:5]([Cl:7])[S:6][C:2]=1[Cl:1])=[O:9]. The catalyst class is: 2. (6) Reactant: [NH2:1][CH2:2][CH:3]([C:14]1[C:15]([CH3:31])=[C:16]([NH:20][C:21](=[O:30])[O:22][CH2:23][C:24]2[CH:29]=[CH:28][CH:27]=[CH:26][CH:25]=2)[CH:17]=[CH:18][CH:19]=1)[C:4]1[C:12]2[C:7](=[CH:8][C:9]([Br:13])=[CH:10][CH:11]=2)[NH:6][CH:5]=1.O=[CH:33][C:34]([O:36][CH2:37][CH3:38])=[O:35].C1(C)C=CC=CC=1.Cl.O1CCOCC1. Product: [CH2:23]([O:22][C:21]([NH:20][C:16]1[C:15]([CH3:31])=[C:14]([C:3]2[C:4]3[C:12]4[C:7](=[CH:8][C:9]([Br:13])=[CH:10][CH:11]=4)[NH:6][C:5]=3[C:33]([C:34]([O:36][CH2:37][CH3:38])=[O:35])=[N:1][CH:2]=2)[CH:19]=[CH:18][CH:17]=1)=[O:30])[C:24]1[CH:25]=[CH:26][CH:27]=[CH:28][CH:29]=1. The catalyst class is: 7. (7) Reactant: [N:1]([CH2:4][CH:5]1[CH2:9][C:8]2[CH:10]=[CH:11][CH:12]=[C:13]([C:14]3[CH:19]=[CH:18][CH:17]=[C:16]([CH3:20])[CH:15]=3)[C:7]=2[O:6]1)=[N+]=[N-]. Product: [CH3:20][C:16]1[CH:15]=[C:14]([C:13]2[C:7]3[O:6][CH:5]([CH2:4][NH2:1])[CH2:9][C:8]=3[CH:10]=[CH:11][CH:12]=2)[CH:19]=[CH:18][CH:17]=1. The catalyst class is: 45. (8) Reactant: [Cl:1][C:2]1[C:7]([C:8]([OH:10])=O)=[CH:6][C:5]([F:11])=[C:4]([Cl:12])[N:3]=1.C1N=CN(C(N2C=NC=C2)=O)C=1.[NH2:25][C:26]1[N:31]=[C:30]([S:32]([NH2:35])(=[O:34])=[O:33])[CH:29]=[CH:28][CH:27]=1.[H-].[Na+]. Product: [NH2:25][C:26]1[N:31]=[C:30]([S:32]([NH:35][C:8]([C:7]2[C:2]([Cl:1])=[N:3][C:4]([Cl:12])=[C:5]([F:11])[CH:6]=2)=[O:10])(=[O:34])=[O:33])[CH:29]=[CH:28][CH:27]=1. The catalyst class is: 136.